This data is from Reaction yield outcomes from USPTO patents with 853,638 reactions. The task is: Predict the reaction yield, written as a fraction of the theoretical maximum amount of product (1.0 means a 100% yield; for example, 0.34 means a 34% yield). (1) The catalyst is C1(C)C=CC=CC=1.C1C=CC(/C=C/C(/C=C/C2C=CC=CC=2)=O)=CC=1.C1C=CC(/C=C/C(/C=C/C2C=CC=CC=2)=O)=CC=1.C1C=CC(/C=C/C(/C=C/C2C=CC=CC=2)=O)=CC=1.[Pd].[Pd]. The product is [NH:25]([C:2]1[CH:7]=[CH:6][C:5]2[C:8]3([CH2:23][O:24][C:4]=2[CH:3]=1)[C:16]1[C:11](=[CH:12][CH:13]=[CH:14][CH:15]=1)[N:10]([CH2:17][CH2:18][CH2:19][CH2:20][CH3:21])[C:9]3=[O:22])[C:26]1[CH:31]=[CH:30][CH:29]=[CH:28][CH:27]=1. The reactants are Br[C:2]1[CH:7]=[CH:6][C:5]2[C:8]3([CH2:23][O:24][C:4]=2[CH:3]=1)[C:16]1[C:11](=[CH:12][CH:13]=[CH:14][CH:15]=1)[N:10]([CH2:17][CH2:18][CH2:19][CH2:20][CH3:21])[C:9]3=[O:22].[NH2:25][C:26]1[CH:31]=[CH:30][CH:29]=[CH:28][CH:27]=1.CC1(C)C2C(=C(P(C3C=CC=CC=3)C3C=CC=CC=3)C=CC=2)OC2C(P(C3C=CC=CC=3)C3C=CC=CC=3)=CC=CC1=2. The yield is 0.620. (2) The reactants are [CH2:1]([C:3]1[N:7]([C:8]2[N:16]=[C:15]3[C:11]([N:12]=[C:13]([C:18]([CH:20]4[CH2:25][CH2:24][NH:23][CH2:22][CH2:21]4)=[O:19])[N:14]3[CH3:17])=[C:10]([N:26]3[CH2:31][CH2:30][O:29][CH2:28][CH2:27]3)[N:9]=2)[C:6]2[CH:32]=[CH:33][CH:34]=[CH:35][C:5]=2[N:4]=1)[CH3:2].CCN(CC)CC.[C:43](Cl)(=[O:47])[CH:44]([CH3:46])[CH3:45]. The catalyst is C(Cl)Cl. The product is [CH2:1]([C:3]1[N:7]([C:8]2[N:16]=[C:15]3[C:11]([N:12]=[C:13]([C:18]([CH:20]4[CH2:21][CH2:22][N:23]([C:43](=[O:47])[CH:44]([CH3:46])[CH3:45])[CH2:24][CH2:25]4)=[O:19])[N:14]3[CH3:17])=[C:10]([N:26]3[CH2:27][CH2:28][O:29][CH2:30][CH2:31]3)[N:9]=2)[C:6]2[CH:32]=[CH:33][CH:34]=[CH:35][C:5]=2[N:4]=1)[CH3:2]. The yield is 0.130. (3) The reactants are [N+:1]([C:4]1[CH:12]=[C:11]2[C:7]([CH:8]=[CH:9][NH:10]2)=[CH:6][CH:5]=1)([O-:3])=[O:2].CCN(C(C)C)C(C)C.[C:22](Br)([CH3:25])([CH3:24])[CH3:23]. The catalyst is CCCC[N+](CCCC)(CCCC)CCCC.[I-].C1(C)C=CC=CC=1.[O-]S(C(F)(F)F)(=O)=O.[Zn+2].[O-]S(C(F)(F)F)(=O)=O. The product is [C:22]([C:8]1[C:7]2[C:11](=[CH:12][C:4]([N+:1]([O-:3])=[O:2])=[CH:5][CH:6]=2)[NH:10][CH:9]=1)([CH3:25])([CH3:24])[CH3:23]. The yield is 0.190.